Dataset: Forward reaction prediction with 1.9M reactions from USPTO patents (1976-2016). Task: Predict the product of the given reaction. Given the reactants Cl.Cl.[NH2:3][CH2:4][C:5]1[CH:25]=[C:24]([F:26])[CH:23]=[CH:22][C:6]=1[O:7][C:8]1[CH:9]=[C:10]2[C:14](=[CH:15][CH:16]=1)[N:13]([CH2:17][C:18]([O:20][CH3:21])=[O:19])[N:12]=[CH:11]2.ClC(Cl)(Cl)C[O:30][C:31](=O)[NH:32][C:33]1[N:37]([C:38]2[CH:43]=[CH:42][C:41]([CH3:44])=[CH:40][CH:39]=2)[N:36]=[C:35]([C:45]([CH3:48])([CH3:47])[CH3:46])[CH:34]=1.C(N(C(C)C)CC)(C)C, predict the reaction product. The product is: [C:45]([C:35]1[CH:34]=[C:33]([NH:32][C:31](=[O:30])[NH:3][CH2:4][C:5]2[CH:25]=[C:24]([F:26])[CH:23]=[CH:22][C:6]=2[O:7][C:8]2[CH:9]=[C:10]3[C:14](=[CH:15][CH:16]=2)[N:13]([CH2:17][C:18]([O:20][CH3:21])=[O:19])[N:12]=[CH:11]3)[N:37]([C:38]2[CH:43]=[CH:42][C:41]([CH3:44])=[CH:40][CH:39]=2)[N:36]=1)([CH3:48])([CH3:47])[CH3:46].